This data is from Full USPTO retrosynthesis dataset with 1.9M reactions from patents (1976-2016). The task is: Predict the reactants needed to synthesize the given product. (1) Given the product [Cl:1][C:2]1[C:3]([N:27]([CH3:31])[CH2:28][CH2:29][CH3:30])=[CH:4][C:5]2[N:11]=[C:10]([C:12]3[CH:17]=[CH:16][CH:15]=[C:14]([N:18]4[C:22]([CH2:23][N:38]([CH3:39])[CH3:37])=[N:21][CH:20]=[N:19]4)[CH:13]=3)[CH2:9][C:8](=[O:25])[NH:7][C:6]=2[CH:26]=1, predict the reactants needed to synthesize it. The reactants are: [Cl:1][C:2]1[C:3]([N:27]([CH3:31])[CH2:28][CH2:29][CH3:30])=[CH:4][C:5]2[N:11]=[C:10]([C:12]3[CH:17]=[CH:16][CH:15]=[C:14]([N:18]4[C:22]([CH2:23]O)=[N:21][CH:20]=[N:19]4)[CH:13]=3)[CH2:9][C:8](=[O:25])[NH:7][C:6]=2[CH:26]=1.S(Cl)(Cl)=O.[Cl-].[CH3:37][NH:38][CH3:39]. (2) Given the product [S:1]1[C:5]2[CH:6]=[CH:7][C:8]([CH2:10][CH2:11][O:12][CH2:13][CH2:14][C:15]([N:37]3[CH2:40][CH:39]([OH:41])[CH2:38]3)=[O:17])=[CH:9][C:4]=2[CH:3]=[CH:2]1, predict the reactants needed to synthesize it. The reactants are: [S:1]1[C:5]2[CH:6]=[CH:7][C:8]([CH2:10][CH2:11][O:12][CH2:13][CH2:14][C:15]([OH:17])=O)=[CH:9][C:4]=2[CH:3]=[CH:2]1.S(Cl)(Cl)=O.S1C2C=CC(CCOCCC[N:37]3[CH2:40][CH:39]([OH:41])[CH2:38]3)=CC=2C=C1.[OH-].[Na+].